This data is from Forward reaction prediction with 1.9M reactions from USPTO patents (1976-2016). The task is: Predict the product of the given reaction. (1) Given the reactants BrC1C=CC=[C:6]2[C:11]=1[N:10]=[C:9]([C:12]1[CH:17]=[CH:16][C:15](OC)=[C:14](OC)[CH:13]=1)C=N2.C[O:23][C:24]1C(OC)=CC(B(O)O)=C[CH:25]=1.[CH3:35]OC1C=C(B(O)O)C=C(OC)C=1OC.Br[C:51]1[CH:52]=[CH:53][CH:54]=[C:55]2[C:60]=1[N:59]=[C:58]([C:61]1[CH:66]=[C:65]([O:67][CH3:68])[C:64]([O:69][CH3:70])=[C:63]([O:71][CH3:72])[CH:62]=1)[CH:57]=[N:56]2.B(O)O, predict the reaction product. The product is: [CH3:35][C:17]1[CH:16]=[C:15]([C:51]2[CH:52]=[CH:53][CH:54]=[C:55]3[C:60]=2[N:59]=[C:58]([C:61]2[CH:66]=[C:65]([O:67][CH3:68])[C:64]([O:69][CH3:70])=[C:63]([O:71][CH3:72])[CH:62]=2)[CH:57]=[N:56]3)[CH:14]=[CH:13][C:12]=1[CH2:9][N:10]1[CH2:11][CH2:6][O:23][CH2:24][CH2:25]1. (2) The product is: [OH:14][CH2:13][CH2:12][C:7]1[CH:8]=[C:9]2[C:4](=[CH:5][CH:6]=1)[CH:3]=[C:2]([N:16]1[C:17](=[O:21])[CH:18]=[CH:19][CH:20]=[N:15]1)[CH:11]=[CH:10]2. Given the reactants Br[C:2]1[CH:3]=[C:4]2[C:9](=[CH:10][CH:11]=1)[CH:8]=[C:7]([CH2:12][CH2:13][OH:14])[CH:6]=[CH:5]2.[N:15]1[NH:16][C:17](=[O:21])[CH:18]=[CH:19][CH:20]=1.C([O-])([O-])=O.[K+].[K+], predict the reaction product.